Dataset: Catalyst prediction with 721,799 reactions and 888 catalyst types from USPTO. Task: Predict which catalyst facilitates the given reaction. (1) Reactant: [CH2:1]([C:4]1[C:10]2[CH:11]=[CH:12][C:13]([OH:15])=[CH:14][C:9]=2[CH2:8][CH2:7][CH2:6][C:5]=1[C:16]1[CH:21]=[CH:20][C:19]([OH:22])=[CH:18][CH:17]=1)[CH:2]=[CH2:3]. Product: [OH:22][C:19]1[CH:18]=[CH:17][C:16]([CH:5]2[CH2:6][CH2:7][CH2:8][C:9]3[CH:14]=[C:13]([OH:15])[CH:12]=[CH:11][C:10]=3[CH:4]2[CH2:1][CH2:2][CH3:3])=[CH:21][CH:20]=1. The catalyst class is: 43. (2) Reactant: [C:1]([OH:9])(=O)[CH2:2][CH2:3][CH2:4][CH2:5][CH:6]=[CH2:7].[Si](C=[N+:15]=[N-:16])(C)(C)C. Product: [C:1]([NH:15][NH2:16])(=[O:9])[CH2:2][CH2:3][CH2:4][CH2:5][CH:6]=[CH2:7]. The catalyst class is: 61. (3) Reactant: Cl[C:2]1[CH:7]=[C:6]([C:8]([F:11])([F:10])[F:9])[CH:5]=[C:4]([CH3:12])[N:3]=1.[Mn]([O-])(=O)(=O)=[O:14].C([N+](CCCC)(CCCC)CCCC)CCC.OS([O-])=O.[Na+].[ClH:40].[OH2:41]. Product: [Cl:40][C:2]1[N:3]=[C:4]([C:12]([OH:14])=[O:41])[CH:5]=[C:6]([C:8]([F:11])([F:10])[F:9])[CH:7]=1. The catalyst class is: 17. (4) Reactant: [C:1]([C:5]1[CH:6]=[CH:7][C:8]([CH2:14][NH:15]C(N(C)C)=O)=[C:9]([CH:13]=1)[C:10](O)=[O:11])([CH3:4])([CH3:3])[CH3:2].Cl.C(=O)([O-])[O-].[K+].[K+]. Product: [C:1]([C:5]1[CH:13]=[C:9]2[C:8]([CH2:14][NH:15][C:10]2=[O:11])=[CH:7][CH:6]=1)([CH3:4])([CH3:3])[CH3:2]. The catalyst class is: 55. (5) Reactant: [N+:1]([C:4]1[CH:14]=[CH:13][C:12]([O:15][C:16]2[CH:21]=[CH:20][CH:19]=[CH:18][CH:17]=2)=[CH:11][C:5]=1[C:6]([O:8][CH2:9][CH3:10])=[O:7])([O-])=O.CCOC(C)=O. Product: [NH2:1][C:4]1[CH:14]=[CH:13][C:12]([O:15][C:16]2[CH:21]=[CH:20][CH:19]=[CH:18][CH:17]=2)=[CH:11][C:5]=1[C:6]([O:8][CH2:9][CH3:10])=[O:7]. The catalyst class is: 19.